This data is from NCI-60 drug combinations with 297,098 pairs across 59 cell lines. The task is: Regression. Given two drug SMILES strings and cell line genomic features, predict the synergy score measuring deviation from expected non-interaction effect. (1) Cell line: NCI-H460. Synergy scores: CSS=-5.68, Synergy_ZIP=-1.86, Synergy_Bliss=-10.3, Synergy_Loewe=-9.79, Synergy_HSA=-9.71. Drug 1: CN1CCC(CC1)COC2=C(C=C3C(=C2)N=CN=C3NC4=C(C=C(C=C4)Br)F)OC. Drug 2: CC(C)(C#N)C1=CC(=CC(=C1)CN2C=NC=N2)C(C)(C)C#N. (2) Drug 1: CCCCC(=O)OCC(=O)C1(CC(C2=C(C1)C(=C3C(=C2O)C(=O)C4=C(C3=O)C=CC=C4OC)O)OC5CC(C(C(O5)C)O)NC(=O)C(F)(F)F)O. Drug 2: C(CC(=O)O)C(=O)CN.Cl. Cell line: MDA-MB-435. Synergy scores: CSS=18.6, Synergy_ZIP=-5.89, Synergy_Bliss=-3.19, Synergy_Loewe=-12.2, Synergy_HSA=-5.73. (3) Drug 1: C1CN1C2=NC(=NC(=N2)N3CC3)N4CC4. Drug 2: CC1C(C(CC(O1)OC2CC(CC3=C2C(=C4C(=C3O)C(=O)C5=CC=CC=C5C4=O)O)(C(=O)C)O)N)O. Cell line: SW-620. Synergy scores: CSS=40.4, Synergy_ZIP=-9.06, Synergy_Bliss=-9.18, Synergy_Loewe=-7.95, Synergy_HSA=-1.86. (4) Drug 1: C1=NC2=C(N1)C(=S)N=CN2. Drug 2: CCN(CC)CCCC(C)NC1=C2C=C(C=CC2=NC3=C1C=CC(=C3)Cl)OC. Cell line: HS 578T. Synergy scores: CSS=19.7, Synergy_ZIP=-7.32, Synergy_Bliss=0.359, Synergy_Loewe=-14.2, Synergy_HSA=-0.00462. (5) Drug 1: CCCS(=O)(=O)NC1=C(C(=C(C=C1)F)C(=O)C2=CNC3=C2C=C(C=N3)C4=CC=C(C=C4)Cl)F. Drug 2: CC1=C(C(=CC=C1)Cl)NC(=O)C2=CN=C(S2)NC3=CC(=NC(=N3)C)N4CCN(CC4)CCO. Cell line: DU-145. Synergy scores: CSS=1.54, Synergy_ZIP=1.13, Synergy_Bliss=-2.34, Synergy_Loewe=-6.99, Synergy_HSA=-5.65. (6) Drug 1: COC1=NC(=NC2=C1N=CN2C3C(C(C(O3)CO)O)O)N. Drug 2: C1C(C(OC1N2C=NC(=NC2=O)N)CO)O. Cell line: OVCAR-4. Synergy scores: CSS=19.9, Synergy_ZIP=9.49, Synergy_Bliss=4.88, Synergy_Loewe=-3.70, Synergy_HSA=6.57. (7) Drug 1: C#CCC(CC1=CN=C2C(=N1)C(=NC(=N2)N)N)C3=CC=C(C=C3)C(=O)NC(CCC(=O)O)C(=O)O. Drug 2: C1=NC2=C(N1)C(=S)N=CN2. Cell line: SNB-75. Synergy scores: CSS=20.2, Synergy_ZIP=-5.78, Synergy_Bliss=1.65, Synergy_Loewe=-2.00, Synergy_HSA=-1.76.